From a dataset of Forward reaction prediction with 1.9M reactions from USPTO patents (1976-2016). Predict the product of the given reaction. (1) The product is: [CH:37]1([C:40]([N:14]2[C:13](=[O:30])[N:12]([CH2:11][C@@H:8]3[CH2:9][CH2:10][N:6]([C:4]([CH:1]4[CH2:3][CH2:2]4)=[O:5])[CH2:7]3)[C:16]([C:17]3[CH:22]=[CH:21][C:20]([C:23]4[CH:24]=[CH:25][C:26]([F:29])=[CH:27][CH:28]=4)=[CH:19][CH:18]=3)=[N:15]2)=[O:41])[CH2:39][CH2:38]1. Given the reactants [CH:1]1([C:4]([N:6]2[CH2:10][CH2:9][C@@H:8]([CH2:11][N:12]3[C:16]([C:17]4[CH:22]=[CH:21][C:20]([C:23]5[CH:28]=[CH:27][C:26]([F:29])=[CH:25][CH:24]=5)=[CH:19][CH:18]=4)=[N:15][NH:14][C:13]3=[O:30])[CH2:7]2)=[O:5])[CH2:3][CH2:2]1.C([O-])([O-])=O.[K+].[K+].[CH:37]1([C:40](Cl)=[O:41])[CH2:39][CH2:38]1, predict the reaction product. (2) Given the reactants O[CH:2]([C:13]1[C:21]2[C:16](=[CH:17][C:18]([O:22][CH3:23])=[CH:19][CH:20]=2)[NH:15][C:14]=1[C:24]1[CH:28]=[C:27]([CH3:29])[S:26][CH:25]=1)[C:3]1[N:8]=[C:7]([C:9]([O:11][CH3:12])=[O:10])[CH:6]=[CH:5][CH:4]=1.C(O)(=O)C, predict the reaction product. The product is: [CH3:23][O:22][C:18]1[CH:17]=[C:16]2[C:21]([C:13]([CH2:2][C:3]3[N:8]=[C:7]([C:9]([O:11][CH3:12])=[O:10])[CH:6]=[CH:5][CH:4]=3)=[C:14]([C:24]3[CH:28]=[C:27]([CH3:29])[S:26][CH:25]=3)[NH:15]2)=[CH:20][CH:19]=1. (3) The product is: [CH2:29]([O:28][C@@H:4]([CH2:5][C:6]1[CH:11]=[CH:10][C:9]([O:12][CH2:13][C:14]2[N:15]=[C:16]([C:20]3[CH:25]=[CH:24][CH:23]=[CH:22][C:21]=3[F:26])[O:17][C:18]=2[CH3:19])=[CH:8][C:7]=1[CH3:27])[C:3]([OH:31])=[O:2])[CH3:30]. Given the reactants C[O:2][C:3](=[O:31])[C@@H:4]([O:28][CH2:29][CH3:30])[CH2:5][C:6]1[CH:11]=[CH:10][C:9]([O:12][CH2:13][C:14]2[N:15]=[C:16]([C:20]3[CH:25]=[CH:24][CH:23]=[CH:22][C:21]=3[F:26])[O:17][C:18]=2[CH3:19])=[CH:8][C:7]=1[CH3:27].[Li+].[OH-], predict the reaction product. (4) Given the reactants C([N:4]1[C:12]2[C:11](=[O:13])[N:10]([CH2:14][CH2:15][CH2:16][OH:17])[C:9](=[O:18])[N:8]([CH2:19][CH3:20])[C:7]=2[N:6]=[C:5]1[Cl:21])C=C.N1CCOCC1, predict the reaction product. The product is: [Cl:21][C:5]1[NH:4][C:12]2[C:11](=[O:13])[N:10]([CH2:14][CH2:15][CH2:16][OH:17])[C:9](=[O:18])[N:8]([CH2:19][CH3:20])[C:7]=2[N:6]=1. (5) Given the reactants [F:1][CH:2]([F:11])[C:3]12[CH2:9][C:6]([NH2:10])([CH2:7][CH2:8]1)[CH2:5][CH2:4]2.FC(F)C12CCC(N)(CC1)CC2.[C:24]([N:26]=[C:27](OCC)[C:28]([CH3:37])([O:30][C:31]1[CH:36]=[CH:35][CH:34]=[CH:33][CH:32]=1)[CH3:29])#[N:25], predict the reaction product. The product is: [C:24]([N:26]=[C:27]([NH:10][C:6]12[CH2:9][C:3]([CH:2]([F:11])[F:1])([CH2:4][CH2:5]1)[CH2:8][CH2:7]2)[C:28]([CH3:37])([O:30][C:31]1[CH:36]=[CH:35][CH:34]=[CH:33][CH:32]=1)[CH3:29])#[N:25]. (6) The product is: [F:1][C:2]1[C:3]([C:10]2[CH:19]=[CH:18][C:13]([CH2:14][OH:15])=[CH:12][C:11]=2[C:20]2([CH:25]=[CH2:26])[CH2:24][CH2:23][CH2:22][CH2:21]2)=[CH:4][C:5]([O:8][CH3:9])=[N:6][CH:7]=1. Given the reactants [F:1][C:2]1[C:3]([C:10]2[CH:19]=[CH:18][C:13]([C:14](OC)=[O:15])=[CH:12][C:11]=2[C:20]2([CH:25]=[CH2:26])[CH2:24][CH2:23][CH2:22][CH2:21]2)=[CH:4][C:5]([O:8][CH3:9])=[N:6][CH:7]=1.[H-].[H-].[H-].[H-].[Li+].[Al+3].C(OCC)C, predict the reaction product.